From a dataset of Reaction yield outcomes from USPTO patents with 853,638 reactions. Predict the reaction yield, written as a fraction of the theoretical maximum amount of product (1.0 means a 100% yield; for example, 0.34 means a 34% yield). The reactants are [Br:1][C:2]1[C:10]2[C:5](=[CH:6][CH:7]=[C:8]([C:11]#[N:12])[CH:9]=2)[NH:4][N:3]=1.O.C1(C)C=CC(S(O)(=O)=O)=CC=1.[O:25]1[CH:30]=[CH:29][CH2:28][CH2:27][CH2:26]1. The catalyst is O1CCCC1. The product is [Br:1][C:2]1[C:10]2[C:5](=[CH:6][CH:7]=[C:8]([C:11]#[N:12])[CH:9]=2)[N:4]([CH:26]2[CH2:27][CH2:28][CH2:29][CH2:30][O:25]2)[N:3]=1. The yield is 0.760.